Task: Predict the reaction yield, written as a fraction of the theoretical maximum amount of product (1.0 means a 100% yield; for example, 0.34 means a 34% yield).. Dataset: Reaction yield outcomes from USPTO patents with 853,638 reactions The reactants are [OH:1][C:2]1[CH:17]=[C:16]([CH3:18])[C:5]([C:6]([NH:8][CH:9]2[CH2:14][CH2:13][CH2:12][CH2:11][CH:10]2[CH3:15])=[O:7])=[C:4]([CH3:19])[CH:3]=1.N1C=CC=CC=1.[S:26](O[S:26]([C:29]([F:32])([F:31])[F:30])(=[O:28])=[O:27])([C:29]([F:32])([F:31])[F:30])(=[O:28])=[O:27]. The catalyst is C(Cl)Cl. The product is [F:30][C:29]([F:32])([F:31])[S:26]([O:1][C:2]1[CH:3]=[C:4]([CH3:19])[C:5]([C:6](=[O:7])[NH:8][CH:9]2[CH2:14][CH2:13][CH2:12][CH2:11][CH:10]2[CH3:15])=[C:16]([CH3:18])[CH:17]=1)(=[O:28])=[O:27]. The yield is 0.200.